Dataset: Catalyst prediction with 721,799 reactions and 888 catalyst types from USPTO. Task: Predict which catalyst facilitates the given reaction. (1) Reactant: [O:1]1[C:5]2([CH2:10][CH2:9][N:8]([S:11]([C:14]3[CH:19]=[CH:18][C:17]([CH2:20][NH2:21])=[CH:16][CH:15]=3)(=[O:13])=[O:12])[CH2:7][CH2:6]2)[O:4][CH2:3][CH2:2]1.N1C=CC=CC=1.[Cl:28][C:29]1[CH:37]=[CH:36][C:32]([C:33](Cl)=[O:34])=[CH:31][CH:30]=1.CN(C1C=CC=CN=1)C.C(Cl)(=O)C1C=CC=CC=1. Product: [Cl:28][C:29]1[CH:37]=[CH:36][C:32]([C:33]([NH:21][CH2:20][C:17]2[CH:18]=[CH:19][C:14]([S:11]([N:8]3[CH2:7][CH2:6][C:5]4([O:4][CH2:3][CH2:2][O:1]4)[CH2:10][CH2:9]3)(=[O:13])=[O:12])=[CH:15][CH:16]=2)=[O:34])=[CH:31][CH:30]=1. The catalyst class is: 2. (2) Reactant: [CH2:1]([C:3]1[CH:8]=[CH:7][C:6]([CH2:9][CH2:10][NH:11][C:12](=[O:18])[O:13][C:14]([CH3:17])([CH3:16])[CH3:15])=[CH:5][CH:4]=1)[CH3:2].[H-].[Na+].[CH2:21](Br)[CH:22]=[CH2:23]. Product: [CH2:23]([N:11]([CH2:10][CH2:9][C:6]1[CH:7]=[CH:8][C:3]([CH2:1][CH3:2])=[CH:4][CH:5]=1)[C:12](=[O:18])[O:13][C:14]([CH3:17])([CH3:16])[CH3:15])[CH:22]=[CH2:21]. The catalyst class is: 1. (3) Reactant: [CH3:13][C:12]([O:11][C:9](O[C:9]([O:11][C:12]([CH3:15])([CH3:14])[CH3:13])=[O:10])=[O:10])([CH3:15])[CH3:14].[CH2:16]([O:18][C:19]([C:21]1[N:22]([C:42]2[CH:47]=[CH:46][C:45]([O:48][CH:49]([CH3:51])[CH3:50])=[CH:44][CH:43]=2)[C:23]2[C:28]([C:29]=1[NH:30][C:31](=[O:33])[CH3:32])=[CH:27][C:26]([O:34][CH2:35][C:36]1[CH:41]=[CH:40][CH:39]=[CH:38][CH:37]=1)=[CH:25][CH:24]=2)=[O:20])[CH3:17].CCN(CC)CC.Cl. Product: [CH2:16]([O:18][C:19]([C:21]1[N:22]([C:42]2[CH:43]=[CH:44][C:45]([O:48][CH:49]([CH3:50])[CH3:51])=[CH:46][CH:47]=2)[C:23]2[C:28]([C:29]=1[N:30]([C:31](=[O:33])[CH3:32])[C:9]([O:11][C:12]([CH3:13])([CH3:14])[CH3:15])=[O:10])=[CH:27][C:26]([O:34][CH2:35][C:36]1[CH:41]=[CH:40][CH:39]=[CH:38][CH:37]=1)=[CH:25][CH:24]=2)=[O:20])[CH3:17]. The catalyst class is: 79.